This data is from Full USPTO retrosynthesis dataset with 1.9M reactions from patents (1976-2016). The task is: Predict the reactants needed to synthesize the given product. (1) Given the product [NH2:33][CH2:32][C:31]1[CH:30]=[C:29]([C:12]2[C:11]([F:44])=[C:10]([C:15]([C:16]3[CH:21]=[CH:20][C:19]([O:22][C:23]4[CH:28]=[CH:27][CH:26]=[CH:25][CH:24]=4)=[CH:18][CH:17]=3)=[CH:14][N:13]=2)[C:8]#[N:9])[CH:43]=[CH:42][CH:41]=1, predict the reactants needed to synthesize it. The reactants are: O1CCOCC1.Cl.[C:8]([C:10]1[C:15]([C:16]2[CH:21]=[CH:20][C:19]([O:22][C:23]3[CH:28]=[CH:27][CH:26]=[CH:25][CH:24]=3)=[CH:18][CH:17]=2)=[CH:14][N:13]=[C:12]([C:29]2[CH:30]=[C:31]([CH:41]=[CH:42][CH:43]=2)[CH2:32][NH:33]C(=O)OC(C)(C)C)[C:11]=1[F:44])#[N:9]. (2) Given the product [NH2:1][C:2]1[N:7]=[C:6]([NH2:8])[C:5]([O:9][C:10]2[C:11]([CH:20]([CH3:22])[CH3:21])=[CH:12][C:13]([O:18][CH3:19])=[C:14]([CH:17]=2)[C:15]([NH2:16])=[O:23])=[CH:4][N:3]=1, predict the reactants needed to synthesize it. The reactants are: [NH2:1][C:2]1[N:7]=[C:6]([NH2:8])[C:5]([O:9][C:10]2[C:11]([CH:20]([CH3:22])[CH3:21])=[CH:12][C:13]([O:18][CH3:19])=[C:14]([CH:17]=2)[C:15]#[N:16])=[CH:4][N:3]=1.[OH-:23].[Na+]. (3) Given the product [Cl:32][C:33]1[S:37][C:36]([S:38]([N:7]2[CH2:6][CH2:5][N:4]([CH2:3][CH:2]([N:10]3[CH:14]=[C:13]([C:15]4[C:16]5[CH:23]=[CH:22][NH:21][C:17]=5[N:18]=[CH:19][N:20]=4)[CH:12]=[N:11]3)[CH3:1])[CH2:9][CH2:8]2)(=[O:40])=[O:39])=[CH:35][CH:34]=1, predict the reactants needed to synthesize it. The reactants are: [CH3:1][CH:2]([N:10]1[CH:14]=[C:13]([C:15]2[C:16]3[CH:23]=[CH:22][N:21](COCC[Si](C)(C)C)[C:17]=3[N:18]=[CH:19][N:20]=2)[CH:12]=[N:11]1)[CH2:3][N:4]1[CH2:9][CH2:8][NH:7][CH2:6][CH2:5]1.[Cl:32][C:33]1[S:37][C:36]([S:38](Cl)(=[O:40])=[O:39])=[CH:35][CH:34]=1. (4) Given the product [Cl:13][CH2:14][CH2:15][NH:16][C:17]([NH:1][C:2]1[C:11]2[C:6](=[N:7][C:8]([CH3:12])=[CH:9][CH:10]=2)[N:5]=[CH:4][CH:3]=1)=[O:18], predict the reactants needed to synthesize it. The reactants are: [NH2:1][C:2]1[C:11]2[C:6](=[N:7][C:8]([CH3:12])=[CH:9][CH:10]=2)[N:5]=[CH:4][CH:3]=1.[Cl:13][CH2:14][CH2:15][N:16]=[C:17]=[O:18].